Dataset: Full USPTO retrosynthesis dataset with 1.9M reactions from patents (1976-2016). Task: Predict the reactants needed to synthesize the given product. The reactants are: [ClH:1].[CH2:2]([NH2:9])[C:3]1[CH:8]=[CH:7][CH:6]=[CH:5][CH:4]=1.[N:10]#[C:11][NH2:12]. Given the product [ClH:1].[CH2:2]([NH:9][C:11]([NH2:12])=[NH:10])[C:3]1[CH:8]=[CH:7][CH:6]=[CH:5][CH:4]=1, predict the reactants needed to synthesize it.